From a dataset of Full USPTO retrosynthesis dataset with 1.9M reactions from patents (1976-2016). Predict the reactants needed to synthesize the given product. (1) The reactants are: C(OP(O[CH2:10][C:11]1[O:15][N:14]=[C:13]([C:16]([O:18][CH2:19][CH3:20])=[O:17])[CH:12]=1)(OCC)=O)C.[Cl:21][C:22]1[CH:23]=[C:24](B(O)O)[CH:25]=[C:26]([Cl:28])[CH:27]=1.C(=O)([O-])[O-].[K+].[K+].C1(P(C2C=CC=CC=2)C2C=CC=CC=2)C=CC=CC=1. Given the product [Cl:21][C:22]1[CH:23]=[C:24]([CH:25]=[C:26]([Cl:28])[CH:27]=1)[CH2:10][C:11]1[O:15][N:14]=[C:13]([C:16]([O:18][CH2:19][CH3:20])=[O:17])[CH:12]=1, predict the reactants needed to synthesize it. (2) Given the product [F:16][C:10]1[CH:11]=[CH:12][C:13]([F:15])=[CH:14][C:9]=1[CH:7]1[CH2:8][CH:6]1[C:4]([OH:18])=[O:5], predict the reactants needed to synthesize it. The reactants are: CON(C)[C:4]([CH:6]1[CH2:8][CH:7]1[C:9]1[CH:14]=[C:13]([F:15])[CH:12]=[CH:11][C:10]=1[F:16])=[O:5].[OH2:18].[OH-].[Na+]. (3) Given the product [NH2:30][CH:31]([C:35]1[CH:40]=[CH:39][CH:38]=[CH:37][CH:36]=1)[C:32]([N:10]([C:4]1[CH:5]=[CH:6][CH:7]=[C:2]([Cl:1])[CH:3]=1)[CH2:11][CH2:12][C:13]1[CH:14]=[CH:15][C:16]([C:19]([F:20])([F:21])[F:22])=[CH:17][CH:18]=1)=[O:33], predict the reactants needed to synthesize it. The reactants are: [Cl:1][C:2]1[CH:3]=[C:4]([NH:10][CH2:11][CH2:12][C:13]2[CH:18]=[CH:17][C:16]([C:19]([F:22])([F:21])[F:20])=[CH:15][CH:14]=2)[CH:5]=[CH:6][C:7]=1OC.C(OC([NH:30][CH:31]([C:35]1[CH:40]=[CH:39][CH:38]=[CH:37][CH:36]=1)[C:32](O)=[O:33])=O)(C)(C)C. (4) Given the product [CH3:39][N:40]([CH3:41])[C:36](=[O:38])[CH2:35][CH:30]1[CH2:31][O:32][CH2:33][CH2:34][N:29]1[CH2:28][C@H:11]1[CH2:10][N:9]([S:6]([C:2]2[S:1][CH:5]=[CH:4][CH:3]=2)(=[O:7])=[O:8])[CH2:14][CH2:13][N:12]1[C:15]1[CH:20]=[CH:19][C:18]([C:21]([OH:27])([CH3:26])[C:22]([F:25])([F:24])[F:23])=[CH:17][CH:16]=1, predict the reactants needed to synthesize it. The reactants are: [S:1]1[CH:5]=[CH:4][CH:3]=[C:2]1[S:6]([N:9]1[CH2:14][CH2:13][N:12]([C:15]2[CH:20]=[CH:19][C:18]([C:21]([OH:27])([CH3:26])[C:22]([F:25])([F:24])[F:23])=[CH:17][CH:16]=2)[C@@H:11]([CH2:28][N:29]2[CH2:34][CH2:33][O:32][CH2:31][CH:30]2[CH2:35][C:36]([OH:38])=O)[CH2:10]1)(=[O:8])=[O:7].[CH3:39][NH:40][CH3:41].CCN(C(C)C)C(C)C.CN(C(ON1N=NC2C=CC=NC1=2)=[N+](C)C)C.F[P-](F)(F)(F)(F)F. (5) Given the product [C:3]([O:7][C:8]([N:10]([CH3:50])[C@@H:11]([CH3:49])[C:12]([NH:14][C@H:15]1[C@H:21]([CH3:22])[O:20][C:19]2[CH:23]=[CH:24][CH:25]=[CH:26][C:18]=2[N:17]([CH2:27][C:28]2[C:36]3[C:31](=[CH:32][CH:33]=[CH:34][CH:35]=3)[N:30]([C:37]3[CH:45]=[CH:44][C:40]([C:41]([OH:43])=[O:42])=[CH:39][C:38]=3[C:46]#[N:47])[N:29]=2)[C:16]1=[O:48])=[O:13])=[O:9])([CH3:6])([CH3:4])[CH3:5], predict the reactants needed to synthesize it. The reactants are: [Li+].[OH-].[C:3]([O:7][C:8]([N:10]([CH3:50])[C@@H:11]([CH3:49])[C:12]([NH:14][C@H:15]1[C@H:21]([CH3:22])[O:20][C:19]2[CH:23]=[CH:24][CH:25]=[CH:26][C:18]=2[N:17]([CH2:27][C:28]2[C:36]3[C:31](=[CH:32][CH:33]=[CH:34][CH:35]=3)[N:30]([C:37]3[CH:45]=[CH:44][C:40]([C:41]([O-:43])=[O:42])=[CH:39][C:38]=3[C:46]#[N:47])[N:29]=2)[C:16]1=[O:48])=[O:13])=[O:9])([CH3:6])([CH3:5])[CH3:4].O.C(O)(=O)CC(CC(O)=O)(C(O)=O)O.